Dataset: Forward reaction prediction with 1.9M reactions from USPTO patents (1976-2016). Task: Predict the product of the given reaction. (1) Given the reactants [C:1]1(=[O:22])[N:5]([CH2:6][CH2:7][CH2:8][CH2:9][CH2:10][C:11]([NH:13][C@H:14]([C:18]([OH:20])=O)[CH:15]([CH3:17])[CH3:16])=[O:12])[C:4](=[O:21])[CH:3]=[CH:2]1.[NH2:23][C@H:24]([C:26]([OH:28])=O)[CH3:25].C(OC(N1C2C(=CC=CC=2)C=CC1OCC)=O)C.[NH2:47][C:48]1[CH:53]=[CH:52][C:51]([C:54]2[CH2:55][C@H:56]3[CH:62]=[N:61][C:60]4[CH:63]=[C:64]([O:69][CH2:70][CH2:71][CH2:72][CH2:73][CH2:74][O:75][C:76]5[C:77]([O:104][CH3:105])=[CH:78][C:79]6[C:85](=[O:86])[N:84]7[CH:87]=[C:88]([C:90]8[CH:95]=[CH:94][C:93]([O:96][CH2:97][CH2:98][CH2:99][N:100]([CH3:102])[CH3:101])=[CH:92][CH:91]=8)[CH2:89][C@H:83]7[CH:82]=[N:81][C:80]=6[CH:103]=5)[C:65]([O:67][CH3:68])=[CH:66][C:59]=4[C:58](=[O:106])[N:57]3[CH:107]=2)=[CH:50][CH:49]=1, predict the reaction product. The product is: [CH3:102][N:100]([CH3:101])[CH2:99][CH2:98][CH2:97][O:96][C:93]1[CH:92]=[CH:91][C:90]([C:88]2[CH2:89][C@H:83]3[CH:82]=[N:81][C:80]4[CH:103]=[C:76]([O:75][CH2:74][CH2:73][CH2:72][CH2:71][CH2:70][O:69][C:64]5[C:65]([O:67][CH3:68])=[CH:66][C:59]6[C:58](=[O:106])[N:57]7[CH:107]=[C:54]([C:51]8[CH:50]=[CH:49][C:48]([NH:47][C:26](=[O:28])[C@@H:24]([NH:23][C:18](=[O:20])[C@@H:14]([NH:13][C:11](=[O:12])[CH2:10][CH2:9][CH2:8][CH2:7][CH2:6][N:5]9[C:1](=[O:22])[CH:2]=[CH:3][C:4]9=[O:21])[CH:15]([CH3:16])[CH3:17])[CH3:25])=[CH:53][CH:52]=8)[CH2:55][C@H:56]7[CH:62]=[N:61][C:60]=6[CH:63]=5)[C:77]([O:104][CH3:105])=[CH:78][C:79]=4[C:85](=[O:86])[N:84]3[CH:87]=2)=[CH:95][CH:94]=1. (2) Given the reactants [CH3:1][O:2][CH:3]([O:8][CH3:9])[C:4](OC)=[O:5].[CH3:10][CH:11]([NH2:18])[C:12]1[CH:17]=[CH:16][CH:15]=[CH:14][CH:13]=1, predict the reaction product. The product is: [CH3:1][O:2][CH:3]([O:8][CH3:9])[C:4]([NH:18][CH:11]([C:12]1[CH:17]=[CH:16][CH:15]=[CH:14][CH:13]=1)[CH3:10])=[O:5]. (3) Given the reactants [CH3:1][CH:2]([C:4]1[O:8][CH:7]=[N:6][C:5]=1[C:9]([O:11]C)=[O:10])[CH3:3].[OH-].[Na+], predict the reaction product. The product is: [CH3:3][CH:2]([C:4]1[O:8][CH:7]=[N:6][C:5]=1[C:9]([OH:11])=[O:10])[CH3:1]. (4) Given the reactants C[O:2][C:3]([C@@H:5](NC([C@@H](N)CC(O)=O)=O)CC1C=CC=CC=1)=O.[OH:22][CH2:23][C:24]([C@@H:26]([C@@H:28]([C@@H:30]([CH2:32][OH:33])[OH:31])[OH:29])[OH:27])=[O:25].[CH2:34]([OH:41])[C@@H:35]([C@@H:37]([CH2:39][OH:40])[OH:38])[OH:36], predict the reaction product. The product is: [CH2:23]([OH:22])[C@H:24]1[O:25][C@H:32]([O:33][C@:5]2([CH2:3][OH:2])[O:36][C@H:35]([CH2:34][OH:41])[C@@H:37]([OH:38])[C@@H:39]2[OH:40])[C@H:30]([OH:31])[C@@H:28]([OH:29])[C@@H:26]1[OH:27]. (5) The product is: [CH2:22]([C:6]1[CH:7]=[CH:8][C:9]2[C:10]([CH3:14])=[N:11][O:12][C:13]=2[C:5]=1[OH:4])[CH:17]=[CH2:18]. Given the reactants C([O:4][C:5]1[C:13]2[O:12][N:11]=[C:10]([CH3:14])[C:9]=2[CH:8]=[CH:7][CH:6]=1)C=C.CN(C)[C:17]1[CH:22]=CC=C[CH:18]=1, predict the reaction product. (6) The product is: [OH:19][C@H:14]1[CH2:15][CH2:16][CH2:17][CH2:18][C@@H:13]1[CH2:12][O:11][C:25]1[CH:24]=[C:23]([CH2:27][CH2:28][CH2:29][N:30]2[C:31](=[O:40])[C:32]3[C:37](=[CH:36][CH:35]=[CH:34][CH:33]=3)[C:38]2=[O:39])[CH:22]=[CH:21][CH:26]=1. Given the reactants CC1C=CC(S([O:11][CH2:12][C@H:13]2[CH2:18][CH2:17][CH2:16][CH2:15][C@@H:14]2[OH:19])(=O)=O)=CC=1.O[C:21]1[CH:22]=[C:23]([CH2:27][CH2:28][CH2:29][N:30]2[C:38](=[O:39])[C:37]3[C:32](=[CH:33][CH:34]=[CH:35][CH:36]=3)[C:31]2=[O:40])[CH:24]=[CH:25][CH:26]=1.C(=O)([O-])[O-].[Cs+].[Cs+], predict the reaction product. (7) Given the reactants [CH2:1]([O:5][CH2:6][CH2:7][O:8][C:9]1[CH:14]=[CH:13][C:12]([C:15]2[CH:16]=[CH:17][C:18]3[N:24]([CH2:25][CH:26]([CH3:28])[CH3:27])[CH2:23][CH2:22][C:21]([C:29]([NH:31][C:32]4[CH:37]=[CH:36][C:35]([S:38][CH2:39][C:40]5[S:41][CH:42]=[CH:43][N:44]=5)=[CH:34][CH:33]=4)=[O:30])=[CH:20][C:19]=3[CH:45]=2)=[CH:11][CH:10]=1)[CH2:2][CH2:3][CH3:4].ClC1C=CC=C(C(OO)=[O:54])C=1.S([O-])([O-])(=O)=S.[Na+].[Na+], predict the reaction product. The product is: [CH2:1]([O:5][CH2:6][CH2:7][O:8][C:9]1[CH:14]=[CH:13][C:12]([C:15]2[CH:16]=[CH:17][C:18]3[N:24]([CH2:25][CH:26]([CH3:27])[CH3:28])[CH2:23][CH2:22][C:21]([C:29]([NH:31][C:32]4[CH:33]=[CH:34][C:35]([S:38]([CH2:39][C:40]5[S:41][CH:42]=[CH:43][N:44]=5)=[O:54])=[CH:36][CH:37]=4)=[O:30])=[CH:20][C:19]=3[CH:45]=2)=[CH:11][CH:10]=1)[CH2:2][CH2:3][CH3:4]. (8) Given the reactants [Br:1][C:2]1[CH:11]=[C:10]2[C:5]([C:6]([NH:16][CH2:17][C:18]([CH3:21])([OH:20])[CH3:19])=[C:7]([N+:13]([O-])=O)[C:8]([Cl:12])=[N:9]2)=[CH:4][CH:3]=1, predict the reaction product. The product is: [NH2:13][C:7]1[C:8]([Cl:12])=[N:9][C:10]2[C:5]([C:6]=1[NH:16][CH2:17][C:18]([CH3:21])([OH:20])[CH3:19])=[CH:4][CH:3]=[C:2]([Br:1])[CH:11]=2. (9) Given the reactants [Cl:1][C:2]1[CH:7]=[C:6]([Cl:8])[CH:5]=[CH:4][C:3]=1[C:9]1[C:10](=[O:29])[O:11][C:12]2[C:17]([C:18]=1[CH2:19][C:20]1[CH:25]=[CH:24][C:23]([OH:26])=[CH:22][CH:21]=1)=[CH:16][CH:15]=[C:14]([O:27][CH3:28])[CH:13]=2.[Br:30][CH2:31][CH2:32]Br.C([O-])([O-])=O.[K+].[K+].C(Cl)Cl.O, predict the reaction product. The product is: [Br:30][CH2:31][CH2:32][O:26][C:23]1[CH:24]=[CH:25][C:20]([CH2:19][C:18]2[C:17]3[C:12](=[CH:13][C:14]([O:27][CH3:28])=[CH:15][CH:16]=3)[O:11][C:10](=[O:29])[C:9]=2[C:3]2[CH:4]=[CH:5][C:6]([Cl:8])=[CH:7][C:2]=2[Cl:1])=[CH:21][CH:22]=1.